Dataset: Forward reaction prediction with 1.9M reactions from USPTO patents (1976-2016). Task: Predict the product of the given reaction. Given the reactants [N:1]1([CH:7]([C:16]2[CH:21]=[CH:20][CH:19]=[CH:18][CH:17]=2)[CH:8]2[CH2:13][CH2:12][C:11](=[N:14]O)[CH2:10][CH2:9]2)[CH2:6][CH2:5][O:4][CH2:3][CH2:2]1.[H-].[Al+3].[Li+].[H-].[H-].[H-].O.[OH-].[Na+], predict the reaction product. The product is: [N:1]1([CH:7]([C:16]2[CH:17]=[CH:18][CH:19]=[CH:20][CH:21]=2)[CH:8]2[CH2:9][CH2:10][CH:11]([NH2:14])[CH2:12][CH2:13]2)[CH2:6][CH2:5][O:4][CH2:3][CH2:2]1.